The task is: Predict the reactants needed to synthesize the given product.. This data is from Full USPTO retrosynthesis dataset with 1.9M reactions from patents (1976-2016). Given the product [CH2:9]([O:8][C:6](=[O:7])[CH:5]([NH:11][S:12]([CH2:15][CH2:16][CH2:17][NH2:18])(=[O:13])=[O:14])[C:4]([O:3][CH2:1][CH3:2])=[O:21])[CH3:10], predict the reactants needed to synthesize it. The reactants are: [CH2:1]([O:3][C:4](=[O:21])[CH:5]([NH:11][S:12]([CH2:15][CH2:16][CH2:17][N:18]=[N+]=[N-])(=[O:14])=[O:13])[C:6]([O:8][CH2:9][CH3:10])=[O:7])[CH3:2].[H][H].